From a dataset of Forward reaction prediction with 1.9M reactions from USPTO patents (1976-2016). Predict the product of the given reaction. (1) The product is: [Br:17][C:18]1[C:27]([O:28][CH3:29])=[CH:26][CH:25]=[C:24]2[C:19]=1[CH:20]=[CH:21][C:22]([CH2:30][N:31]([CH3:32])[C:14]([C:6]1[O:7][C:8]3[CH:13]=[CH:12][CH:11]=[CH:10][C:9]=3[C:5]=1[CH2:1][CH2:2][CH2:3][CH3:4])=[O:15])=[CH:23]2. Given the reactants [CH2:1]([C:5]1[C:9]2[CH:10]=[CH:11][CH:12]=[CH:13][C:8]=2[O:7][C:6]=1[C:14](Cl)=[O:15])[CH2:2][CH2:3][CH3:4].[Br:17][C:18]1[C:27]([O:28][CH3:29])=[CH:26][CH:25]=[C:24]2[C:19]=1[CH:20]=[CH:21][C:22]([CH2:30][NH:31][CH3:32])=[CH:23]2.C(N(CC)CC)C, predict the reaction product. (2) Given the reactants [Cl:1][C:2]1[CH:7]=[CH:6][CH:5]=[CH:4][C:3]=1[C:8]1[CH:9]=[N:10][C:11]2[N:12]([N:21]=[CH:22][C:23]=2[C:24](=[O:34])[NH:25][C:26]2([C:32]#[N:33])[CH2:31][CH2:30][CH2:29][CH2:28][CH2:27]2)[C:13]=1[C:14]1[CH:19]=[CH:18][C:17]([Cl:20])=[CH:16][CH:15]=1.[N-:35]=[N+:36]=[N-:37].[Na+].Cl.C(N(CC)CC)C, predict the reaction product. The product is: [Cl:1][C:2]1[CH:7]=[CH:6][CH:5]=[CH:4][C:3]=1[C:8]1[CH:9]=[N:10][C:11]2[N:12]([N:21]=[CH:22][C:23]=2[C:24](=[O:34])[NH:25][C:26]2([C:32]3[NH:37][N:36]=[N:35][N:33]=3)[CH2:31][CH2:30][CH2:29][CH2:28][CH2:27]2)[C:13]=1[C:14]1[CH:15]=[CH:16][C:17]([Cl:20])=[CH:18][CH:19]=1. (3) Given the reactants [CH2:1]([NH2:9])[CH2:2][C:3]1[CH:8]=[CH:7][CH:6]=[CH:5][CH:4]=1.[CH:10]1([CH2:16][CH2:17][CH2:18][C:19]([OH:21])=O)[CH2:15][CH2:14][CH2:13][CH2:12][CH2:11]1.C(N=C=NC(C)C)(C)C.OC1C2N=NNC=2C=CC=1.[Cl:41][S:42](O)(=[O:44])=[O:43].P(Cl)(Cl)(Cl)(Cl)Cl, predict the reaction product. The product is: [CH:10]1([CH2:16][CH2:17][CH2:18][C:19]([NH:9][CH2:1][CH2:2][C:3]2[CH:8]=[CH:7][C:6]([S:42]([Cl:41])(=[O:44])=[O:43])=[CH:5][CH:4]=2)=[O:21])[CH2:15][CH2:14][CH2:13][CH2:12][CH2:11]1. (4) Given the reactants [OH-].[Na+].[NH2:3][C:4]1[N:12]=[C:11]([C:13]([O:15]C)=[O:14])[N:10]=[C:9]2[C:5]=1[NH:6][C:7](=[O:24])[N:8]2[CH2:17][C:18]1[CH:23]=[CH:22][CH:21]=[CH:20][CH:19]=1.Cl, predict the reaction product. The product is: [NH2:3][C:4]1[N:12]=[C:11]([C:13]([OH:15])=[O:14])[N:10]=[C:9]2[C:5]=1[NH:6][C:7](=[O:24])[N:8]2[CH2:17][C:18]1[CH:19]=[CH:20][CH:21]=[CH:22][CH:23]=1. (5) Given the reactants Br[C:2]1[CH:3]=[C:4]([O:8][CH3:9])[CH:5]=[CH:6][CH:7]=1.[C:10]1([C:19]2[CH:24]=[CH:23][CH:22]=[CH:21][CH:20]=2)[C:11](B(O)O)=[CH:12][CH:13]=[CH:14][CH:15]=1.C(=O)([O-])[O-].[Na+].[Na+], predict the reaction product. The product is: [CH3:9][O:8][C:4]1[CH:3]=[C:2]([C:24]2[C:19]([C:10]3[CH:15]=[CH:14][CH:13]=[CH:12][CH:11]=3)=[CH:20][CH:21]=[CH:22][CH:23]=2)[CH:7]=[CH:6][CH:5]=1.